From a dataset of Full USPTO retrosynthesis dataset with 1.9M reactions from patents (1976-2016). Predict the reactants needed to synthesize the given product. The reactants are: [C:1]([C:4]1[CH:9]=[CH:8][CH:7]=[CH:6][C:5]=1[CH2:10][C:11]([NH2:13])=[O:12])(O)=[O:2].Cl[C:15]1C=CC=CC=1Cl. Given the product [CH3:15][N:13]1[C:11](=[O:12])[CH2:10][C:5]2[C:4](=[CH:9][CH:8]=[CH:7][CH:6]=2)[C:1]1=[O:2], predict the reactants needed to synthesize it.